From a dataset of Experimentally validated miRNA-target interactions with 360,000+ pairs, plus equal number of negative samples. Binary Classification. Given a miRNA mature sequence and a target amino acid sequence, predict their likelihood of interaction. (1) The miRNA is hsa-miR-937-5p with sequence GUGAGUCAGGGUGGGGCUGG. Result: 1 (interaction). The protein sequence of the target gene is MAGGRCGPQLTALLAAWIAAVAATAGPEEAALPPEQSRVQPMTASNWTLVMEGEWMLKFYAPWCPSCQQTDSEWEAFAKNGEILQISVGKVDVIQEPGLSGRFFVTTLPAFFHAKDGIFRRYRGPGIFEDLQNYILEKKWQSVEPLTGWKSPASLTMSGMAGLFSISGKIWHLHNYFTVTLGIPAWCSYVFFVIATLVFGLFMGLVLVVISECFYVPLPRHLSERSEQNRRSEEAHRAEQLQDAEEEKDDSNEEENKDSLVDDEEEKEDLGDEDEAEEEEEEDNLAAGVDEERSEANDQG.... (2) The miRNA is mmu-miR-129-1-3p with sequence AAGCCCUUACCCCAAAAAGUAU. The protein sequence of the target gene is MGPSTPLLILFLLSWSGPLQGQQHHLVEYMERRLAALEERLAQCQDQSSRHAAELRDFKNKMLPLLEVAEKEREALRTEADTISGRVDRLEREVDYLETQNPALPCVEFDEKVTGGPGTKGKGRRNEKYDMVTDCGYTISQVRSMKILKRFGGPAGLWTKDPLGQTEKIYVLDGTQNDTAFVFPRLRDFTLAMAARKASRVRVPFPWVGTGQLVYGGFLYFARRPPGRPGGGGEMENTLQLIKFHLANRTVVDSSVFPAEGLIPPYGLTADTYIDLAADEEGLWAVYATREDDRHLCLAK.... Result: 0 (no interaction). (3) The miRNA is mmu-miR-32-5p with sequence UAUUGCACAUUACUAAGUUGCA. Result: 0 (no interaction). The protein sequence of the target gene is MSTSSHACPVPAVRGHMTHYPAAPYPLLFPPVIRGLSLPPLHGLHGHPPPSGCSTPSPASVGQACQRTTGGSQFAASTKWTPSLNAAIETQSTSSEELVPSPPSPLPPPRVYKPCFVCQDKSSGYHYGVSACEGCKGFFRRSIQKNMIYTCHRDKNCVINKVTRNRCQYCRLQKCFEVGMSKESVRNDRNKKKKEPSKQECTESYEMTAELDDLTEKIRKAHQETFPSLCQLGKYTTNSSADHRVRLDLGLWDKFSELATKCIIKIVEFAKRLPGFTGLTIADQITLLKAACLDILILRI.... (4) The miRNA is mmu-miR-3065-5p with sequence UCAACAAAAUCACUGAUGCUGG. The protein sequence of the target gene is MAAKSQPNIPKAKSLDGVTNDRTASQGQWGRAWEVDWFSLASVIFLLLFAPFIVYYFIMACDQYSCALTGPVVDIVTGHARLSDIWAKTPPITRKAAQLYTLWVTFQVLLYTSLPDFCHKFLPGYVGGIQEGAVTPAGVVNKYQINGLQAWLLTHLLWFANAHLLSWFSPTIIFDNWIPLLWCANILGYAVSTFAMVKGYFFPTSARDCKFTGNFFYNYMMGIEFNPRIGKWFDFKLFFNGRPGIVAWTLINLSFAAKQRELHSHVTNAMVLVNVLQAIYVIDFFWNETWYLKTIDICHD.... Result: 0 (no interaction). (5) The miRNA is hsa-miR-4999-5p with sequence UGCUGUAUUGUCAGGUAGUGA. The protein sequence of the target gene is MRECISIHVGQAGVQIGNACWELYCLEHGIQPDGQMPSDKTIGGGDDSFNTFFSETGAGKHVPRAVFVDLEPTVIDEVRTGTYRQLFHPEQLITGKEDAANNYARGHYTIGKEIIDLVLDRIRKLADQCTGLQGFLVFHSFGGGTGSGFTSLLMERLSVDYGKKSKLEFSIYPAPQVSTAVVEPYNSILTTHTTLEHSDCAFMVDNEAIYDICRRNLDIERPTYTNLNRLIGQIVSSITASLRFDGALNVDLTEFQTNLVPYPRIHFPLATYAPVISAEKAYHEQLSVAEITNACFEPAN.... Result: 0 (no interaction). (6) The miRNA is gga-miR-1764-3p with sequence AGCUGCUUGUUGGCUGGGGAG. The protein sequence of the target gene is MPSKAENLRPSEPAPQPPEGRTLQGQLPGAPPAQRAGSPPDAPGSESPALACSTPATPSGEDPPARAAPIAPRPPARPRLERALSLDDKGWRRRRFRGSQEDLEARNGTSPSRGSVQSEGPGAPAHSCSPPCLSTSLQEIPKSRGVLSSERGSPSSGGNPLSGVASSSPNLPHRDAAVAGSSPRLPSLLPPRPPPALSLDIASDSLRTANKVDSDLADYKLRAQPLLVRAHSSLGPGRPRSPLACDDCSLRSAKSSFSLLAPIRSKDVRSRSYLEGSLLASGALLGADELARYFPDRNVA.... Result: 0 (no interaction). (7) Result: 0 (no interaction). The protein sequence of the target gene is MAAEVLPSARWQYCGAPDGSQRAVLVQFSNGKLQSPGNMRFTLYENKDSTNPRKRNQRILAAETDRLSYVGNNFGTGALKCNTLCRHFVGILNKTSGQMEVYDAELFNMQPLFSDVSVESELALESQTKTYREKMDSCIEAFGTTKQKRALNTRRMNRVGNESLNRAVAKAAETIIDTKGVTALVSDAIHNDLQDDSLYLPPCYDDAAKPEDVYKFEDLLSPAEYEALQSPSEAFRNVTSEEILKMIEENSHCTFVIEALKSLPSDVESRDRQARCIWFLDTLIKFRAHRVVKRKSALGP.... The miRNA is mmu-miR-677-5p with sequence UUCAGUGAUGAUUAGCUUCUGA.